From a dataset of Full USPTO retrosynthesis dataset with 1.9M reactions from patents (1976-2016). Predict the reactants needed to synthesize the given product. Given the product [Cl:8][C:9]1[C:10]([C:24]([NH2:26])=[O:25])=[C:11]2[CH2:16][N:15]([S:41](=[O:43])(=[O:42])[NH:40][C:34]3[CH:39]=[CH:38][CH:37]=[CH:36][CH:35]=3)[CH2:14][CH2:13][N:12]2[C:17]=1[C:18]1[CH:23]=[CH:22][CH:21]=[CH:20][CH:19]=1, predict the reactants needed to synthesize it. The reactants are: FC(F)(F)C(O)=O.[Cl:8][C:9]1[C:10]([C:24]([NH2:26])=[O:25])=[C:11]2[CH2:16][NH:15][CH2:14][CH2:13][N:12]2[C:17]=1[C:18]1[CH:23]=[CH:22][CH:21]=[CH:20][CH:19]=1.C(N(CC)CC)C.[C:34]1([NH:40][S:41](Cl)(=[O:43])=[O:42])[CH:39]=[CH:38][CH:37]=[CH:36][CH:35]=1.